From a dataset of Forward reaction prediction with 1.9M reactions from USPTO patents (1976-2016). Predict the product of the given reaction. (1) Given the reactants C[Si]([N-][Si](C)(C)C)(C)C.[Na+].[CH2:11]([C:13]1[CH:18]=[C:17]([C:19]2[CH:20]=[N:21][NH:22][CH:23]=2)[CH:16]=[CH:15][C:14]=1[N:24]([CH3:35])[C:25]1[N:30]=[CH:29][C:28]2[N:31]=[CH:32][N:33]([CH3:34])[C:27]=2[CH:26]=1)[CH3:12].Br[CH2:37][C:38]([NH2:40])=[O:39], predict the reaction product. The product is: [CH2:11]([C:13]1[CH:18]=[C:17]([C:19]2[CH:23]=[N:22][N:21]([CH2:37][C:38]([NH2:40])=[O:39])[CH:20]=2)[CH:16]=[CH:15][C:14]=1[N:24]([CH3:35])[C:25]1[N:30]=[CH:29][C:28]2[N:31]=[CH:32][N:33]([CH3:34])[C:27]=2[CH:26]=1)[CH3:12]. (2) The product is: [P:6]([O:13][CH2:14][CH2:15][N:16]1[CH2:21][CH2:20][NH:19][CH2:18][C:17]1=[O:32])([O:8][C:9]([CH3:12])([CH3:11])[CH3:10])([O:5][C:1]([CH3:2])([CH3:3])[CH3:4])=[O:7]. Given the reactants [C:1]([O:5][P:6]([O:13][CH2:14][CH2:15][N:16]1[CH2:21][CH2:20][N:19](C(OCC2C=CC=CC=2)=O)[CH2:18][C:17]1=[O:32])([O:8][C:9]([CH3:12])([CH3:11])[CH3:10])=[O:7])([CH3:4])([CH3:3])[CH3:2], predict the reaction product.